From a dataset of Full USPTO retrosynthesis dataset with 1.9M reactions from patents (1976-2016). Predict the reactants needed to synthesize the given product. Given the product [O:12]1[C:11]2[C:10]3[C:9](=[O:13])[CH2:8][CH2:7][C:6]=3[CH:5]=[CH:4][C:3]=2[N:2]=[CH:14]1, predict the reactants needed to synthesize it. The reactants are: Br.[NH2:2][C:3]1[C:11]([OH:12])=[C:10]2[C:6]([CH2:7][CH2:8][C:9]2=[O:13])=[CH:5][CH:4]=1.[CH:14](OCC)(OCC)OCC.